This data is from Full USPTO retrosynthesis dataset with 1.9M reactions from patents (1976-2016). The task is: Predict the reactants needed to synthesize the given product. Given the product [CH3:40][N:39]([CH3:41])[C:30]1([C:33]2[CH:38]=[CH:37][CH:36]=[CH:35][CH:34]=2)[CH2:31][CH2:32][CH:27]([CH2:26][NH:25][C:21]([NH:3][CH:2]([CH3:1])[CH2:4][C:5]2[C:13]3[C:8](=[CH:9][CH:10]=[CH:11][CH:12]=3)[NH:7][CH:6]=2)=[S:22])[CH2:28][CH2:29]1, predict the reactants needed to synthesize it. The reactants are: [CH3:1][CH:2]([CH2:4][C:5]1[C:13]2[C:8](=[CH:9][CH:10]=[CH:11][CH:12]=2)[NH:7][CH:6]=1)[NH2:3].C(N(CC)CC)C.[C:21](Cl)(Cl)=[S:22].[NH2:25][CH2:26][CH:27]1[CH2:32][CH2:31][C:30]([N:39]([CH3:41])[CH3:40])([C:33]2[CH:38]=[CH:37][CH:36]=[CH:35][CH:34]=2)[CH2:29][CH2:28]1.